Dataset: Forward reaction prediction with 1.9M reactions from USPTO patents (1976-2016). Task: Predict the product of the given reaction. (1) Given the reactants [C:1]([NH:5][S:6]([CH2:9][CH2:10][C:11]1[CH:16]=[CH:15][C:14]([N+:17]([O-])=O)=[CH:13][CH:12]=1)(=[O:8])=[O:7])([CH3:4])([CH3:3])[CH3:2], predict the reaction product. The product is: [C:1]([NH:5][S:6]([CH2:9][CH2:10][C:11]1[CH:12]=[CH:13][C:14]([NH2:17])=[CH:15][CH:16]=1)(=[O:8])=[O:7])([CH3:4])([CH3:2])[CH3:3]. (2) Given the reactants [CH3:1][C:2]1[C:6]2[CH:7]=[CH:8][CH:9]=[CH:10][C:5]=2[O:4][C:3]=1[C:11]([O:13][CH3:14])=[O:12].[Br:15]N1C(=O)CCC1=O, predict the reaction product. The product is: [Br:15][CH2:1][C:2]1[C:6]2[CH:7]=[CH:8][CH:9]=[CH:10][C:5]=2[O:4][C:3]=1[C:11]([O:13][CH3:14])=[O:12]. (3) Given the reactants [Br:1][C:2]1[CH:3]=[N:4][C:5]2[CH:6]=[CH:7][C:8](=[O:30])[N:9]3[C@H:14]([CH2:15][N:16]4[CH2:21][CH2:20][CH:19]([NH:22][C:23](=O)OC(C)(C)C)[CH2:18][CH2:17]4)[CH2:13][O:12][C:11]=1[C:10]=23.[ClH:31].O1CCOCC1.[O:38]1[C:47]2[CH:46]=[C:45](C=O)[N:44]=[CH:43][C:42]=2[O:41][CH2:40][CH2:39]1, predict the reaction product. The product is: [NH3:4].[CH3:11][OH:12].[ClH:31].[ClH:31].[Br:1][C:2]1[CH:3]=[N:4][C:5]2[CH:6]=[CH:7][C:8](=[O:30])[N:9]3[C@H:14]([CH2:15][N:16]4[CH2:21][CH2:20][CH:19]([NH:22][CH2:23][C:46]5[CH:45]=[N:44][C:43]6[O:38][CH2:39][CH2:40][O:41][C:42]=6[CH:47]=5)[CH2:18][CH2:17]4)[CH2:13][O:12][C:11]=1[C:10]=23. (4) The product is: [CH3:1][O:2][C:3](=[O:26])[CH2:4][C:5]1[C:14]([CH3:15])=[C:13]([C:28]2[CH:33]=[CH:32][C:31]([S:34][C:35]3[CH:40]=[CH:39][C:38]([Cl:41])=[CH:37][CH:36]=3)=[CH:30][CH:29]=2)[C:12]2[C:7](=[CH:8][CH:9]=[C:10]([Cl:25])[CH:11]=2)[CH:6]=1. Given the reactants [CH3:1][O:2][C:3](=[O:26])[CH2:4][C:5]1[C:14]([CH3:15])=[C:13](B2OC(C)(C)C(C)(C)O2)[C:12]2[C:7](=[CH:8][CH:9]=[C:10]([Cl:25])[CH:11]=2)[CH:6]=1.Br[C:28]1[CH:33]=[CH:32][C:31]([S:34][C:35]2[CH:40]=[CH:39][C:38]([Cl:41])=[CH:37][CH:36]=2)=[CH:30][CH:29]=1.C(=O)(O)[O-].[Na+].O, predict the reaction product. (5) Given the reactants [NH2:1][C:2]1[CH:15]=[CH:14][C:5]([O:6][C:7]2[N:12]=[CH:11][N:10]=[C:9]([NH2:13])[CH:8]=2)=[CH:4][CH:3]=1.C1([O:22][C:23](=O)[NH:24][C:25]2[CH:30]=[CH:29][CH:28]=[C:27]([S:31]([CH3:34])(=[O:33])=[O:32])[CH:26]=2)C=CC=CC=1.C(OCC)(=O)C.O, predict the reaction product. The product is: [NH2:13][C:9]1[N:10]=[CH:11][N:12]=[C:7]([O:6][C:5]2[CH:14]=[CH:15][C:2]([NH:1][C:23]([NH:24][C:25]3[CH:30]=[CH:29][CH:28]=[C:27]([S:31]([CH3:34])(=[O:33])=[O:32])[CH:26]=3)=[O:22])=[CH:3][CH:4]=2)[CH:8]=1. (6) Given the reactants [CH3:1][C:2]1[CH:3]=[CH:4][C:5]([C:11]2[CH:16]=[CH:15][N:14]=[C:13]([CH3:17])[N:12]=2)=[C:6]([CH:10]=1)[C:7]([OH:9])=O.[Cl:18][C:19]1[CH:20]=[CH:21][C:22]2[O:26][C:25]([NH:27][CH2:28][C@@H:29]3[C@H:34]([CH3:35])[CH2:33][CH2:32][CH2:31][NH:30]3)=[N:24][C:23]=2[CH:36]=1, predict the reaction product. The product is: [Cl:18][C:19]1[CH:20]=[CH:21][C:22]2[O:26][C:25]([NH:27][CH2:28][C@@H:29]3[C@H:34]([CH3:35])[CH2:33][CH2:32][CH2:31][N:30]3[C:7]([C:6]3[CH:10]=[C:2]([CH3:1])[CH:3]=[CH:4][C:5]=3[C:11]3[CH:16]=[CH:15][N:14]=[C:13]([CH3:17])[N:12]=3)=[O:9])=[N:24][C:23]=2[CH:36]=1.